Regression/Classification. Given a drug SMILES string, predict its absorption, distribution, metabolism, or excretion properties. Task type varies by dataset: regression for continuous measurements (e.g., permeability, clearance, half-life) or binary classification for categorical outcomes (e.g., BBB penetration, CYP inhibition). Dataset: cyp2c19_veith. From a dataset of CYP2C19 inhibition data for predicting drug metabolism from PubChem BioAssay. (1) The molecule is COc1ccc(NC(=O)C2CCN(C(=O)c3cccs3)CC2)c(OC)c1. The result is 0 (non-inhibitor). (2) The result is 0 (non-inhibitor). The molecule is C/C(=N/O)[C@@H]1C[C@H](CC(=O)O)C1(C)C. (3) The drug is Cc1ccc(N)cc1.O=S(=O)(O)/C(=C\c1ccccc1)c1ccccc1. The result is 0 (non-inhibitor). (4) The drug is COC(=O)CNC(=O)CCCCC(=O)NCC(=O)OC. The result is 0 (non-inhibitor). (5) The molecule is CCC(=O)NC(=S)N1CCN(c2ccc([N+](=O)[O-])cc2Cl)CC1. The result is 1 (inhibitor). (6) The molecule is CC(C)(C)CC(C)(C)c1ccc(OCOCCOCCO)c(Cc2cc(C(C)(C)CC(C)(C)C)cc(Cc3cc(C(C)(C)CC(C)(C)C)ccc3OCOCCOCCO)c2OCOCCOCCO)c1. The result is 0 (non-inhibitor). (7) The result is 0 (non-inhibitor). The molecule is COCCCN=CC1=C(O)CC(C)(C)CC1=O. (8) The drug is NCCCS(=O)(=O)[O-].[Na+]. The result is 0 (non-inhibitor). (9) The molecule is COc1ccc(NC(=O)CSc2nnc(C3CC3)n2N)cc1. The result is 0 (non-inhibitor). (10) The compound is O=C1COc2ccc(OCc3ccc(F)cc3)cc21. The result is 1 (inhibitor).